This data is from Forward reaction prediction with 1.9M reactions from USPTO patents (1976-2016). The task is: Predict the product of the given reaction. Given the reactants [H-].[Na+].ClC1C2N=C(CC(F)(F)F)[N:9](Cl)C=2C=CC=1.[Cl:19][C:20]1[CH:21]=[C:22]2[C:26](=[CH:27][C:28]=1[Cl:29])[NH:25][C:24]([CH2:30][C:31]([F:34])([F:33])[F:32])=C2.Br[CH2:36][C:37]1[CH:47]=[CH:46][C:40]([C:41]([O:43][CH2:44][CH3:45])=[O:42])=[CH:39][CH:38]=1.[I-].[K+].[NH4+].[Cl-], predict the reaction product. The product is: [CH2:44]([O:43][C:41](=[O:42])[C:40]1[CH:46]=[CH:47][C:37]([CH2:36][N:9]2[C:22]3[CH:21]=[C:20]([Cl:19])[C:28]([Cl:29])=[CH:27][C:26]=3[N:25]=[C:24]2[CH2:30][C:31]([F:32])([F:33])[F:34])=[CH:38][CH:39]=1)[CH3:45].